From a dataset of HIV replication inhibition screening data with 41,000+ compounds from the AIDS Antiviral Screen. Binary Classification. Given a drug SMILES string, predict its activity (active/inactive) in a high-throughput screening assay against a specified biological target. The compound is NC(=O)CCC(NS(=O)(=O)c1ccc(NC(=O)c2ccccc2)cc1)C(=O)O. The result is 0 (inactive).